From a dataset of Forward reaction prediction with 1.9M reactions from USPTO patents (1976-2016). Predict the product of the given reaction. (1) Given the reactants [OH:1][C@H:2]([C:26]1[CH:27]=[N:28][CH:29]=[CH:30][CH:31]=1)[CH2:3][NH:4][CH2:5][C@H:6]1[CH2:15][CH2:14][C:13]2[C:8](=[CH:9][CH:10]=[C:11]([C:16]3[CH:25]=[CH:24][CH:23]=[CH:22][C:17]=3[C:18]([O:20]C)=[O:19])[CH:12]=2)[O:7]1.[Li+].[OH-], predict the reaction product. The product is: [OH:1][C@H:2]([C:26]1[CH:27]=[N:28][CH:29]=[CH:30][CH:31]=1)[CH2:3][NH:4][CH2:5][C@H:6]1[CH2:15][CH2:14][C:13]2[C:8](=[CH:9][CH:10]=[C:11]([C:16]3[CH:25]=[CH:24][CH:23]=[CH:22][C:17]=3[C:18]([OH:20])=[O:19])[CH:12]=2)[O:7]1. (2) Given the reactants [CH:1]([O:4][C:5]([N:7]1[CH2:12][CH2:11][CH:10]([C@H:13]([CH3:43])[CH2:14][CH2:15][CH2:16][C:17]2[CH:18]=[N:19][C:20]([N:23]3[CH2:27][C@H:26]([N:28]4[CH2:33][CH2:32][CH2:31][CH2:30][C:29]4=[O:34])[C@@H:25]([NH:35]C(OC(C)(C)C)=O)[CH2:24]3)=[N:21][CH:22]=2)[CH2:9][CH2:8]1)=[O:6])([CH3:3])[CH3:2].C(O)(C(F)(F)F)=O, predict the reaction product. The product is: [CH:1]([O:4][C:5]([N:7]1[CH2:12][CH2:11][CH:10]([C@H:13]([CH3:43])[CH2:14][CH2:15][CH2:16][C:17]2[CH:18]=[N:19][C:20]([N:23]3[CH2:27][C@H:26]([N:28]4[CH2:33][CH2:32][CH2:31][CH2:30][C:29]4=[O:34])[C@@H:25]([NH2:35])[CH2:24]3)=[N:21][CH:22]=2)[CH2:9][CH2:8]1)=[O:6])([CH3:3])[CH3:2]. (3) The product is: [CH3:1][C:2]1([CH3:40])[CH2:7][C:6](=[O:8])[N:5]([CH2:9][CH2:10][C:11]2[CH:16]=[CH:15][C:14]([O:17][C:18]([N:20]3[CH2:21][CH2:22][CH:23]([O:26][C:27]4[CH:28]=[CH:29][C:30]([C:33]([OH:35])=[O:34])=[CH:31][CH:32]=4)[CH2:24][CH2:25]3)=[O:19])=[CH:13][CH:12]=2)[C:4](=[O:39])[CH2:3]1. Given the reactants [CH3:1][C:2]1([CH3:40])[CH2:7][C:6](=[O:8])[N:5]([CH2:9][CH2:10][C:11]2[CH:16]=[CH:15][C:14]([O:17][C:18]([N:20]3[CH2:25][CH2:24][CH:23]([O:26][C:27]4[CH:32]=[CH:31][C:30]([C:33]([O:35]CC=C)=[O:34])=[CH:29][CH:28]=4)[CH2:22][CH2:21]3)=[O:19])=[CH:13][CH:12]=2)[C:4](=[O:39])[CH2:3]1.N1CCOCC1, predict the reaction product. (4) Given the reactants O1C=CC=C1C1N=C2N(C(N)=NC(NCC3CCCN3)=C2)N=1.[O:23]1[CH:27]=[CH:26][CH:25]=[C:24]1[C:28]1[N:36]=[C:35]2[N:30]([C:31]([NH2:45])=[N:32][C:33]([N:37]([CH3:44])[CH2:38][CH:39]3[CH2:43][CH2:42][CH2:41][NH:40]3)=[CH:34]2)[N:29]=1.Cl[C:47]1[CH:54]=[CH:53][CH:52]=[C:51]([F:55])[C:48]=1[CH:49]=O.FC1C=CC=CC=1C=O, predict the reaction product. The product is: [F:55][C:51]1[CH:52]=[CH:53][CH:54]=[CH:47][C:48]=1[CH2:49][N:40]1[CH2:41][CH2:42][CH2:43][CH:39]1[CH2:38][N:37]([CH3:44])[C:33]1[N:32]=[C:31]([NH2:45])[N:30]2[N:29]=[C:28]([C:24]3[O:23][CH:27]=[CH:26][CH:25]=3)[N:36]=[C:35]2[CH:34]=1. (5) Given the reactants [CH3:1][C:2]([CH3:7])([CH2:5][NH2:6])[CH2:3][NH2:4].[CH2:8]([O:10]C=O)C.[CH3:13][OH:14], predict the reaction product. The product is: [CH3:1][C:2]([CH3:7])([CH2:5][NH:6][CH:13]=[O:14])[CH2:3][NH:4][CH:8]=[O:10]. (6) Given the reactants [C:1]1([C:7]([N:9]2[CH2:14][CH2:13][N:12]([CH:15]3[CH2:18][N:17]([C:19]([C:21]4[CH:32]=[CH:31][C:24]([O:25][C@H:26]5[CH2:30][CH2:29][NH:28][CH2:27]5)=[CH:23][CH:22]=4)=[O:20])[CH2:16]3)[CH2:11][CH2:10]2)=[O:8])[CH:6]=[CH:5][CH:4]=[CH:3][CH:2]=1.CCN(CC)CC.[CH3:40][N:41]([CH3:46])[S:42](Cl)(=[O:44])=[O:43], predict the reaction product. The product is: [CH3:40][N:41]([CH3:46])[S:42]([N:28]1[CH2:29][CH2:30][C@H:26]([O:25][C:24]2[CH:31]=[CH:32][C:21]([C:19]([N:17]3[CH2:16][CH:15]([N:12]4[CH2:11][CH2:10][N:9]([C:7]([C:1]5[CH:2]=[CH:3][CH:4]=[CH:5][CH:6]=5)=[O:8])[CH2:14][CH2:13]4)[CH2:18]3)=[O:20])=[CH:22][CH:23]=2)[CH2:27]1)(=[O:44])=[O:43]. (7) Given the reactants N1(O[C:11]2[C:16]([C:17]3[N:21]=[C:20]([C:22]4[CH:27]=[CH:26][C:25]([CH2:28][CH:29]([CH3:31])[CH3:30])=[CH:24][N:23]=4)[O:19][N:18]=3)=[CH:15][CH:14]=[CH:13][N:12]=2)C2C=CC=CC=2N=N1.[NH:32](CCO)[CH2:33]CO, predict the reaction product. The product is: [CH3:33][NH:32][C:11]1[C:16]([C:17]2[N:21]=[C:20]([C:22]3[CH:27]=[CH:26][C:25]([CH2:28][CH:29]([CH3:30])[CH3:31])=[CH:24][N:23]=3)[O:19][N:18]=2)=[CH:15][CH:14]=[CH:13][N:12]=1. (8) The product is: [C:1]([C:5]1[CH:9]=[C:8]([NH:10][C:11]([NH:13][C:14]2[CH:15]=[CH:16][C:17]([Cl:20])=[CH:18][CH:19]=2)=[O:12])[N:7]([C:21]2[CH:31]=[CH:30][CH:29]=[C:23]([C:35]([OH:45])([CH3:41])[CH3:36])[CH:22]=2)[N:6]=1)([CH3:4])([CH3:3])[CH3:2]. Given the reactants [C:1]([C:5]1[CH:9]=[C:8]([NH:10][C:11]([NH:13][C:14]2[CH:19]=[CH:18][C:17]([Cl:20])=[CH:16][CH:15]=2)=[O:12])[N:7]([C:21]2[CH:22]=[C:23]([CH:29]=[CH:30][CH:31]=2)C(OCC)=O)[N:6]=1)([CH3:4])([CH3:3])[CH3:2].C[Mg]Br.[C:35]1([CH3:41])C=CC=C[CH:36]=1.C1C[O:45]CC1, predict the reaction product.